This data is from NCI-60 drug combinations with 297,098 pairs across 59 cell lines. The task is: Regression. Given two drug SMILES strings and cell line genomic features, predict the synergy score measuring deviation from expected non-interaction effect. (1) Synergy scores: CSS=-1.12, Synergy_ZIP=-11.6, Synergy_Bliss=-25.0, Synergy_Loewe=-26.4, Synergy_HSA=-26.1. Drug 2: C(CN)CNCCSP(=O)(O)O. Cell line: OVCAR-4. Drug 1: CC12CCC3C(C1CCC2=O)CC(=C)C4=CC(=O)C=CC34C. (2) Drug 1: C1=NC2=C(N1)C(=S)N=C(N2)N. Drug 2: CCC1(C2=C(COC1=O)C(=O)N3CC4=CC5=C(C=CC(=C5CN(C)C)O)N=C4C3=C2)O.Cl. Cell line: A549. Synergy scores: CSS=38.4, Synergy_ZIP=-5.00, Synergy_Bliss=-1.57, Synergy_Loewe=-10.3, Synergy_HSA=-0.754. (3) Drug 1: CC1=C(C=C(C=C1)NC2=NC=CC(=N2)N(C)C3=CC4=NN(C(=C4C=C3)C)C)S(=O)(=O)N.Cl. Drug 2: C1CCC(CC1)NC(=O)N(CCCl)N=O. Cell line: OVCAR-4. Synergy scores: CSS=10.4, Synergy_ZIP=-1.63, Synergy_Bliss=3.75, Synergy_Loewe=4.28, Synergy_HSA=4.76. (4) Cell line: A498. Synergy scores: CSS=31.7, Synergy_ZIP=4.46, Synergy_Bliss=2.62, Synergy_Loewe=-12.5, Synergy_HSA=2.74. Drug 1: CC1CCC2CC(C(=CC=CC=CC(CC(C(=O)C(C(C(=CC(C(=O)CC(OC(=O)C3CCCCN3C(=O)C(=O)C1(O2)O)C(C)CC4CCC(C(C4)OC)O)C)C)O)OC)C)C)C)OC. Drug 2: CN(CC1=CN=C2C(=N1)C(=NC(=N2)N)N)C3=CC=C(C=C3)C(=O)NC(CCC(=O)O)C(=O)O. (5) Drug 1: C1=C(C(=O)NC(=O)N1)F. Drug 2: CCC1(CC2CC(C3=C(CCN(C2)C1)C4=CC=CC=C4N3)(C5=C(C=C6C(=C5)C78CCN9C7C(C=CC9)(C(C(C8N6C=O)(C(=O)OC)O)OC(=O)C)CC)OC)C(=O)OC)O.OS(=O)(=O)O. Cell line: HCT116. Synergy scores: CSS=53.2, Synergy_ZIP=1.69, Synergy_Bliss=2.17, Synergy_Loewe=2.75, Synergy_HSA=2.86.